Predict the reactants needed to synthesize the given product. From a dataset of Full USPTO retrosynthesis dataset with 1.9M reactions from patents (1976-2016). (1) Given the product [N:27]1[O:28][N:29]=[C:30]2[CH:35]=[C:34]([CH2:36][N:37]3[CH2:41][CH2:40][N:39]([C:42]4[S:43][C:44]([C:48]([NH:52][CH2:53][C:54]5[CH:55]=[N:56][CH:57]=[CH:58][CH:59]=5)=[O:50])=[C:45]([CH3:47])[N:46]=4)[C:38]3=[O:51])[CH:33]=[CH:32][C:31]=12, predict the reactants needed to synthesize it. The reactants are: ClC1C=CC2SC=C(CN3CCN(C4SC(C(O)=O)=C(C)N=4)C3=O)C=2C=1.[N:27]1[O:28][N:29]=[C:30]2[CH:35]=[C:34]([CH2:36][N:37]3[CH2:41][CH2:40][N:39]([C:42]4[S:43][C:44]([C:48]([OH:50])=O)=[C:45]([CH3:47])[N:46]=4)[C:38]3=[O:51])[CH:33]=[CH:32][C:31]=12.[NH2:52][CH2:53][C:54]1[CH:55]=[N:56][CH:57]=[CH:58][CH:59]=1. (2) Given the product [O:19]1[C:20]2[CH:26]=[CH:25][CH:24]=[CH:23][C:21]=2[N:22]=[C:18]1[C:9]1[CH:10]=[C:11]([OH:15])[CH:12]=[CH:13][CH:14]=1, predict the reactants needed to synthesize it. The reactants are: CC1(C)C(C)(C)OB([C:9]2[CH:10]=[C:11]([OH:15])[CH:12]=[CH:13][CH:14]=2)O1.Cl[C:18]1[O:19][C:20]2[CH:26]=[CH:25][CH:24]=[CH:23][C:21]=2[N:22]=1. (3) Given the product [CH3:1][C:2]1[N:7]=[CH:6][C:5]([CH2:8][CH2:9][OH:10])=[CH:4][CH:3]=1, predict the reactants needed to synthesize it. The reactants are: [CH3:1][C:2]1[N:7]=[CH:6][C:5]([CH2:8][C:9](O)=[O:10])=[CH:4][CH:3]=1.B.CSC.